Dataset: Full USPTO retrosynthesis dataset with 1.9M reactions from patents (1976-2016). Task: Predict the reactants needed to synthesize the given product. (1) The reactants are: C[O:2][C:3]1[C:12]2[C:7](=[CH:8][CH:9]=[CH:10][CH:11]=2)[C:6]([O:13][CH3:14])=[C:5]([CH3:15])[C:4]=1[C:16]([C:18]1[CH:23]=[CH:22][C:21]([C:24]([F:27])([F:26])[F:25])=[CH:20][C:19]=1[F:28])=[O:17]. Given the product [F:28][C:19]1[CH:20]=[C:21]([C:24]([F:25])([F:27])[F:26])[CH:22]=[CH:23][C:18]=1[C:16]([C:4]1[C:5]([CH3:15])=[C:6]([O:13][CH3:14])[C:7]2[C:12](=[CH:11][CH:10]=[CH:9][CH:8]=2)[C:3]=1[OH:2])=[O:17], predict the reactants needed to synthesize it. (2) Given the product [C:11]1([CH3:14])[CH:10]=[CH:9][C:8]([S:5]([N:4]2[CH2:1][CH:17]=[CH:16][CH2:15]2)(=[O:6])=[O:7])=[CH:13][CH:12]=1, predict the reactants needed to synthesize it. The reactants are: [CH2:1]([N:4]([CH2:15][CH:16]=[CH2:17])[S:5]([C:8]1[CH:13]=[CH:12][C:11]([CH3:14])=[CH:10][CH:9]=1)(=[O:7])=[O:6])C=C. (3) Given the product [C:41](/[CH:40]=[CH:39]/[C:36]1[CH:37]=[CH:38][C:33]([CH2:32][N:10]2[CH:9]([C:6]3[CH:5]=[CH:4][C:3]([C:1]#[N:2])=[CH:8][CH:7]=3)[C:14]([C:15]([OH:17])=[O:16])=[C:13]([CH3:20])[N:12]([C:21]3[CH:26]=[CH:25][CH:24]=[C:23]([C:27]([F:29])([F:28])[F:30])[CH:22]=3)[C:11]2=[O:31])=[CH:34][CH:35]=1)([OH:43])=[O:42], predict the reactants needed to synthesize it. The reactants are: [C:1]([C:3]1[CH:8]=[CH:7][C:6]([CH:9]2[C:14]([C:15]([O:17]CC)=[O:16])=[C:13]([CH3:20])[N:12]([C:21]3[CH:26]=[CH:25][CH:24]=[C:23]([C:27]([F:30])([F:29])[F:28])[CH:22]=3)[C:11](=[O:31])[N:10]2[CH2:32][C:33]2[CH:38]=[CH:37][C:36](/[CH:39]=[CH:40]/[C:41]([O:43]CC)=[O:42])=[CH:35][CH:34]=2)=[CH:5][CH:4]=1)#[N:2].[OH-].[Na+].Cl.